From a dataset of Full USPTO retrosynthesis dataset with 1.9M reactions from patents (1976-2016). Predict the reactants needed to synthesize the given product. (1) Given the product [C:1]([N:4]1[C:12]2[C:7](=[C:8]([CH3:23])[C:9]([CH2:17][C:18]([O:20][CH2:21][CH3:22])=[O:19])=[C:10]([CH3:16])[C:11]=2[NH2:13])[CH2:6][CH2:5]1)(=[O:3])[CH3:2], predict the reactants needed to synthesize it. The reactants are: [C:1]([N:4]1[C:12]2[C:7](=[C:8]([CH3:23])[C:9]([CH2:17][C:18]([O:20][CH2:21][CH3:22])=[O:19])=[C:10]([CH3:16])[C:11]=2[N+:13]([O-])=O)[CH2:6][CH2:5]1)(=[O:3])[CH3:2]. (2) Given the product [Cl:8][C:5]1[CH:6]=[CH:7][C:2]([C:14]#[C:13][CH2:12][CH2:11][OH:15])=[C:3]([O:9][CH3:10])[CH:4]=1, predict the reactants needed to synthesize it. The reactants are: Br[C:2]1[CH:7]=[CH:6][C:5]([Cl:8])=[CH:4][C:3]=1[O:9][CH3:10].[CH2:11]([OH:15])[CH2:12][C:13]#[CH:14]. (3) Given the product [F:23][C:12]1[C:11]2[C:7](=[C:8]([CH3:25])[N:9]([CH3:24])[N:10]=2)[CH:6]=[C:5]([C:3]([OH:4])=[O:2])[C:13]=1[NH:14][C:15]1[CH:20]=[CH:19][C:18]([I:21])=[CH:17][C:16]=1[F:22], predict the reactants needed to synthesize it. The reactants are: C[O:2][C:3]([C:5]1[C:13]([NH:14][C:15]2[CH:20]=[CH:19][C:18]([I:21])=[CH:17][C:16]=2[F:22])=[C:12]([F:23])[C:11]2[C:7](=[C:8]([CH3:25])[N:9]([CH3:24])[N:10]=2)[CH:6]=1)=[O:4].[Li+].[OH-]. (4) The reactants are: [Cl:1][C:2]1[C:7]([CH:8]=[O:9])=[C:6]([N:10]2[CH2:22][CH2:21][N:13]3[C:14]4[CH2:15][CH2:16][CH2:17][CH2:18][C:19]=4[CH:20]=[C:12]3[C:11]2=[O:23])[N:5]=[CH:4][CH:3]=1.[BH4-].[Na+]. Given the product [Cl:1][C:2]1[CH:3]=[CH:4][N:5]=[C:6]([N:10]2[CH2:22][CH2:21][N:13]3[C:14]4[CH2:15][CH2:16][CH2:17][CH2:18][C:19]=4[CH:20]=[C:12]3[C:11]2=[O:23])[C:7]=1[CH2:8][OH:9], predict the reactants needed to synthesize it. (5) Given the product [Br:1][C:2]1[CH:14]=[CH:13][C:12]2[C:11]3[C:6](=[CH:7][C:8]([Br:15])=[CH:9][CH:10]=3)[C:5]([CH2:13][CH2:14][CH2:2][CH2:3][CH2:4][CH3:12])([CH2:17][CH2:18][CH2:19][CH2:20][CH2:21][CH3:22])[C:4]=2[CH:3]=1, predict the reactants needed to synthesize it. The reactants are: [Br:1][C:2]1[CH:14]=[CH:13][C:12]2[C:11]3[C:6](=[CH:7][C:8]([Br:15])=[CH:9][CH:10]=3)[CH2:5][C:4]=2[CH:3]=1.Br[CH2:17][CH2:18][CH2:19][CH2:20][CH2:21][CH3:22]. (6) Given the product [CH3:1][S:2][C:3]1[C:8]2[CH:9]=[C:10]3[N:11]([C:7]=2[CH:6]=[CH:5][N:4]=1)[CH2:24][CH:23]([C:22]([O:26][CH3:27])=[O:25])[C:12]3=[O:14], predict the reactants needed to synthesize it. The reactants are: [CH3:1][S:2][C:3]1[C:8]2[CH:9]=[C:10]([C:12]([O:14]C)=O)[NH:11][C:7]=2[CH:6]=[CH:5][N:4]=1.CC(C)([O-])C.[K+].[C:22]([O:26][CH3:27])(=[O:25])[CH:23]=[CH2:24]. (7) Given the product [Cl:1][C:2]1[CH:7]=[CH:6][C:5]([C:11]#[C:10][Si:12]([CH3:15])([CH3:14])[CH3:13])=[C:4]([F:9])[CH:3]=1, predict the reactants needed to synthesize it. The reactants are: [Cl:1][C:2]1[CH:7]=[CH:6][C:5](I)=[C:4]([F:9])[CH:3]=1.[C:10]([Si:12]([CH3:15])([CH3:14])[CH3:13])#[CH:11].